The task is: Regression. Given a peptide amino acid sequence and an MHC pseudo amino acid sequence, predict their binding affinity value. This is MHC class I binding data.. This data is from Peptide-MHC class I binding affinity with 185,985 pairs from IEDB/IMGT. (1) The peptide sequence is GTEELKSLY. The MHC is HLA-B08:02 with pseudo-sequence HLA-B08:02. The binding affinity (normalized) is 0.0847. (2) The peptide sequence is GEGLHRLGY. The MHC is HLA-B44:03 with pseudo-sequence HLA-B44:03. The binding affinity (normalized) is 0.735. (3) The peptide sequence is YVPMPCMI. The MHC is Mamu-A01 with pseudo-sequence Mamu-A01. The binding affinity (normalized) is 0.941. (4) The peptide sequence is FPVRPQVPL. The MHC is HLA-A68:01 with pseudo-sequence HLA-A68:01. The binding affinity (normalized) is 0.00307. (5) The peptide sequence is EIYFSSIHR. The MHC is HLA-A03:01 with pseudo-sequence HLA-A03:01. The binding affinity (normalized) is 0.408. (6) The peptide sequence is RRQDILDLWI. The MHC is HLA-A26:01 with pseudo-sequence HLA-A26:01. The binding affinity (normalized) is 0.124. (7) The peptide sequence is GIFKNNDVR. The MHC is HLA-A03:01 with pseudo-sequence HLA-A03:01. The binding affinity (normalized) is 0.288.